Task: Predict which catalyst facilitates the given reaction.. Dataset: Catalyst prediction with 721,799 reactions and 888 catalyst types from USPTO (1) Reactant: [Cl:1][C:2]1[CH:7]=[CH:6][C:5]([C:8]2[N:9]=[C:10]([C:13]([OH:15])=O)[S:11][CH:12]=2)=[CH:4][CH:3]=1.C1N=CN(C(N2C=NC=C2)=O)C=1.[CH3:28][S:29][C:30]1[CH:37]=[CH:36][C:33]([CH2:34][NH2:35])=[CH:32][CH:31]=1. Product: [CH3:28][S:29][C:30]1[CH:37]=[CH:36][C:33]([CH2:34][NH:35][C:13]([C:10]2[S:11][CH:12]=[C:8]([C:5]3[CH:4]=[CH:3][C:2]([Cl:1])=[CH:7][CH:6]=3)[N:9]=2)=[O:15])=[CH:32][CH:31]=1. The catalyst class is: 1. (2) Reactant: [OH-].[Na+].[CH2:3]([NH:10][C:11](=[O:33])[N:12]([C:14]1[CH:15]=[C:16]([C:20]2[CH:25]=[CH:24][C:23]([CH2:26][CH2:27][C:28]([O:30]C)=[O:29])=[CH:22][C:21]=2[CH3:32])[CH:17]=[CH:18][CH:19]=1)[CH3:13])[CH2:4][CH2:5][CH2:6][CH2:7][CH2:8][CH3:9].O.C(O)(=O)C. Product: [CH2:3]([NH:10][C:11](=[O:33])[N:12]([C:14]1[CH:15]=[C:16]([C:20]2[CH:25]=[CH:24][C:23]([CH2:26][CH2:27][C:28]([OH:30])=[O:29])=[CH:22][C:21]=2[CH3:32])[CH:17]=[CH:18][CH:19]=1)[CH3:13])[CH2:4][CH2:5][CH2:6][CH2:7][CH2:8][CH3:9]. The catalyst class is: 83. (3) Reactant: [C:1]([CH2:3][C:4]([OH:6])=[O:5])#[N:2].[CH2:7]([CH:9]([CH2:12][CH2:13][CH2:14][CH3:15])[CH2:10]O)[CH3:8].O.C1(C)C=CC(S(O)(=O)=O)=CC=1. Product: [C:1]([CH2:3][C:4]([O:6][CH2:10][CH:9]([CH2:7][CH3:8])[CH2:12][CH2:13][CH2:14][CH3:15])=[O:5])#[N:2]. The catalyst class is: 6. (4) Reactant: [CH:1]12[CH2:7][C:6]1([NH:8][C:9](=[O:15])[O:10][C:11]([CH3:14])([CH3:13])[CH3:12])[CH2:5][CH2:4][NH:3][CH2:2]2.[CH:16]([C:18]1[CH:19]=[CH:20][N:21]=[C:22]2[C:27]=1[N:26]=[C:25]([O:28][CH3:29])[CH:24]=[CH:23]2)=[CH2:17]. Product: [CH3:29][O:28][C:25]1[N:26]=[C:27]2[C:22](=[CH:23][CH:24]=1)[N:21]=[CH:20][CH:19]=[C:18]2[CH2:16][CH2:17][N:3]1[CH2:4][CH2:5][C:6]2([NH:8][C:9](=[O:15])[O:10][C:11]([CH3:12])([CH3:14])[CH3:13])[CH:1]([CH2:7]2)[CH2:2]1. The catalyst class is: 3. (5) The catalyst class is: 2. Reactant: C[O:2][CH2:3][C:4]1[N:5]=[C:6]2[N:25]=[C:24]([C:26]3[C:31]([C:32]([F:35])([F:34])[F:33])=[CH:30][CH:29]=[CH:28][N:27]=3)[CH:23]=[CH:22][C:7]2=[C:8]2[C:17]=1[O:16][C:15]1[C:10](=[CH:11][CH:12]=[C:13]([C:18]([F:21])([F:20])[F:19])[CH:14]=1)[NH:9]2.B(Br)(Br)Br. Product: [F:20][C:18]([F:19])([F:21])[C:13]1[CH:14]=[C:15]2[C:10](=[CH:11][CH:12]=1)[NH:9][C:8]1[C:17](=[C:4]([CH2:3][OH:2])[N:5]=[C:6]3[N:25]=[C:24]([C:26]4[C:31]([C:32]([F:35])([F:34])[F:33])=[CH:30][CH:29]=[CH:28][N:27]=4)[CH:23]=[CH:22][C:7]3=1)[O:16]2. (6) Reactant: [CH3:1][N:2]([CH3:26])[C:3](=O)[CH2:4][C:5]1[C:13]2[C:8](=[C:9]([F:22])[CH:10]=[C:11]([CH2:16][CH2:17][C:18](OC)=[O:19])[C:12]=2[O:14][CH3:15])[N:7]([CH2:23][CH3:24])[CH:6]=1.[H-].[H-].[H-].[H-].[Li+].[Al+3]. Product: [CH3:26][N:2]([CH3:1])[CH2:3][CH2:4][C:5]1[C:13]2[C:8](=[C:9]([F:22])[CH:10]=[C:11]([CH2:16][CH2:17][CH2:18][OH:19])[C:12]=2[O:14][CH3:15])[N:7]([CH2:23][CH3:24])[CH:6]=1. The catalyst class is: 1. (7) The catalyst class is: 9. Product: [CH3:18][N:11]1[C:12]2[C:17](=[CH:16][CH:15]=[CH:14][CH:13]=2)[C:9]([C:3]2[CH:4]=[CH:5][CH:6]=[CH:7][CH:8]=2)=[CH:10]1. Reactant: [H-].[Na+].[C:3]1([C:9]2[C:17]3[C:12](=[CH:13][CH:14]=[CH:15][CH:16]=3)[NH:11][CH:10]=2)[CH:8]=[CH:7][CH:6]=[CH:5][CH:4]=1.[CH3:18]I.